From a dataset of Reaction yield outcomes from USPTO patents with 853,638 reactions. Predict the reaction yield, written as a fraction of the theoretical maximum amount of product (1.0 means a 100% yield; for example, 0.34 means a 34% yield). (1) The reactants are [Br:1]Br.[CH3:3][O:4][C:5]1[CH:6]=[C:7]([CH2:13][CH2:14][NH2:15])[CH:8]=[CH:9][C:10]=1[O:11][CH3:12]. The catalyst is C(O)(=O)C. The product is [Br:1][C:8]1[CH:9]=[C:10]([O:11][CH3:12])[C:5]([O:4][CH3:3])=[CH:6][C:7]=1[CH2:13][CH2:14][NH2:15]. The yield is 0.780. (2) The product is [Cl:1][C:2]1[CH:10]=[CH:9][C:8]([C:11]2[CH:12]=[CH:13][C:14]3[O:18][C:17]([C:19]4[CH:20]=[CH:21][C:22]([F:25])=[CH:23][CH:24]=4)=[C:16]([C:26]([NH:27][CH3:28])=[O:29])[C:15]=3[CH:30]=2)=[CH:7][C:3]=1[C:4](=[O:5])[NH:40][C:37]1([C:32]2[CH:33]=[CH:34][CH:35]=[CH:36][N:31]=2)[CH2:39][CH2:38]1. The catalyst is C(OCC)(=O)C. The reactants are [Cl:1][C:2]1[CH:10]=[CH:9][C:8]([C:11]2[CH:12]=[CH:13][C:14]3[O:18][C:17]([C:19]4[CH:24]=[CH:23][C:22]([F:25])=[CH:21][CH:20]=4)=[C:16]([C:26](=[O:29])[NH:27][CH3:28])[C:15]=3[CH:30]=2)=[CH:7][C:3]=1[C:4](O)=[O:5].[N:31]1[CH:36]=[CH:35][CH:34]=[CH:33][C:32]=1[C:37]1([NH2:40])[CH2:39][CH2:38]1.CN(C=O)C.CN(C(ON1N=NC2C=CC=NC1=2)=[N+](C)C)C.F[P-](F)(F)(F)(F)F. The yield is 0.664.